Dataset: Forward reaction prediction with 1.9M reactions from USPTO patents (1976-2016). Task: Predict the product of the given reaction. (1) Given the reactants [Cl-].[Ca+2].[Cl-].[BH4-].[Na+].[CH2:6]([NH:13][CH2:14][CH:15]([CH:20]([C:22]1[CH:27]=[CH:26][C:25]([F:28])=[C:24]([Cl:29])[CH:23]=1)[OH:21])[C:16](OC)=[O:17])[C:7]1[CH:12]=[CH:11][CH:10]=[CH:9][CH:8]=1.Cl.[OH-].[Na+], predict the reaction product. The product is: [CH2:6]([NH:13][CH2:14][CH:15]([CH2:16][OH:17])[CH:20]([C:22]1[CH:27]=[CH:26][C:25]([F:28])=[C:24]([Cl:29])[CH:23]=1)[OH:21])[C:7]1[CH:12]=[CH:11][CH:10]=[CH:9][CH:8]=1. (2) Given the reactants II.[Mg].[CH:4]1(Br)[CH2:7][CH2:6][CH2:5]1.[CH2:9]([O:16][C:17]1[CH:18]=[C:19]([CH:25]=[C:26]([O:29][CH2:30][CH3:31])[C:27]=1I)[C:20]([O:22][CH2:23][CH3:24])=[O:21])[C:10]1[CH:15]=[CH:14][CH:13]=[CH:12][CH:11]=1.C1(P(C2CCCCC2)C2C=CC=CC=2C2C(OC)=CC=CC=2OC)CCCCC1, predict the reaction product. The product is: [CH2:9]([O:16][C:17]1[CH:18]=[C:19]([CH:25]=[C:26]([O:29][CH2:30][CH3:31])[C:27]=1[CH:4]1[CH2:7][CH2:6][CH2:5]1)[C:20]([O:22][CH2:23][CH3:24])=[O:21])[C:10]1[CH:11]=[CH:12][CH:13]=[CH:14][CH:15]=1.